This data is from Peptide-MHC class II binding affinity with 134,281 pairs from IEDB. The task is: Regression. Given a peptide amino acid sequence and an MHC pseudo amino acid sequence, predict their binding affinity value. This is MHC class II binding data. (1) The peptide sequence is SPEVIPMFSALSEGAT. The MHC is DRB1_1602 with pseudo-sequence DRB1_1602. The binding affinity (normalized) is 0.854. (2) The peptide sequence is GNGVVALRNAQLVTF. The MHC is DRB1_1302 with pseudo-sequence DRB1_1302. The binding affinity (normalized) is 0.802. (3) The peptide sequence is GMSRILLSQEKTKFF. The MHC is DRB1_0101 with pseudo-sequence DRB1_0101. The binding affinity (normalized) is 0.370.